From a dataset of Reaction yield outcomes from USPTO patents with 853,638 reactions. Predict the reaction yield, written as a fraction of the theoretical maximum amount of product (1.0 means a 100% yield; for example, 0.34 means a 34% yield). (1) The reactants are Br[C:2]1[CH:3]=[CH:4][C:5]([O:8][C:9]2[CH:14]=[CH:13][C:12]([F:15])=[CH:11][CH:10]=2)=[N:6][CH:7]=1.[O:16]1CCC[CH2:17]1.C([Li])CCC.CN(C)C=O. The catalyst is O. The product is [F:15][C:12]1[CH:13]=[CH:14][C:9]([O:8][C:5]2[N:6]=[CH:7][C:2]([CH:17]=[O:16])=[CH:3][CH:4]=2)=[CH:10][CH:11]=1. The yield is 0.360. (2) The yield is 0.900. The product is [C:11]([O:10][C:8]([N:5]1[CH2:6][CH2:7][C@H:2]([CH3:1])[C@H:3]([C:15]2[N:19]3[C:20]4[CH:26]=[CH:25][N:24]([S:27]([C:30]5[CH:36]=[CH:35][C:33]([CH3:34])=[CH:32][CH:31]=5)(=[O:28])=[O:29])[C:21]=4[N:22]=[CH:23][C:18]3=[CH:17][N:16]=2)[CH2:4]1)=[O:9])([CH3:14])([CH3:13])[CH3:12]. The catalyst is O1CCOCC1.FC(F)(F)C([O-])=O.[Hg+2].FC(F)(F)C([O-])=O. The reactants are [CH3:1][C@H:2]1[CH2:7][CH2:6][N:5]([C:8]([O:10][C:11]([CH3:14])([CH3:13])[CH3:12])=[O:9])[CH2:4][C@H:3]1[C:15](=S)[NH:16][CH2:17][C:18]1[N:19]=[C:20]2[CH:26]=[CH:25][N:24]([S:27]([C:30]3[CH:36]=[CH:35][C:33]([CH3:34])=[CH:32][CH:31]=3)(=[O:29])=[O:28])[C:21]2=[N:22][CH:23]=1. (3) The product is [CH3:1][C:2]1[N:3]([CH2:31][C:32]([O:34][CH2:35][CH3:36])=[O:33])[C:4]2[CH2:5][C:6]([CH3:29])([CH3:28])[CH2:7][C:8](=[O:27])[C:9]=2[C:10]=1[CH2:11][C:12]1[C:13]([S:18]([C:21]2[CH:26]=[CH:25][CH:24]=[CH:23][CH:22]=2)(=[O:20])=[O:19])=[N:14][CH:15]=[CH:16][CH:17]=1. The catalyst is C(#N)C.O. The yield is 0.770. The reactants are [CH3:1][C:2]1[NH:3][C:4]2[CH2:5][C:6]([CH3:29])([CH3:28])[CH2:7][C:8](=[O:27])[C:9]=2[C:10]=1[CH2:11][C:12]1[C:13]([S:18]([C:21]2[CH:26]=[CH:25][CH:24]=[CH:23][CH:22]=2)(=[O:20])=[O:19])=[N:14][CH:15]=[CH:16][CH:17]=1.Br[CH2:31][C:32]([O:34][CH2:35][CH3:36])=[O:33].C(=O)([O-])[O-].[K+].[K+].[I-].[K+]. (4) The reactants are [NH2:1][C:2]1[CH:3]=[C:4]([C:9]2[C:10](=[O:33])[N:11]([CH:30]([CH3:32])[CH3:31])[C:12]3[C:17]([CH:18]=2)=[CH:16][N:15]=[C:14]([N:19](CC2C=CC(OC)=CC=2)[CH3:20])[CH:13]=3)[CH:5]=[CH:6][C:7]=1[F:8].C(O)(C(F)(F)F)=O. The catalyst is C(Cl)Cl. The yield is 0.320. The product is [NH2:1][C:2]1[CH:3]=[C:4]([C:9]2[C:10](=[O:33])[N:11]([CH:30]([CH3:31])[CH3:32])[C:12]3[C:17]([CH:18]=2)=[CH:16][N:15]=[C:14]([NH:19][CH3:20])[CH:13]=3)[CH:5]=[CH:6][C:7]=1[F:8]. (5) The yield is 0.470. No catalyst specified. The reactants are C[O:2][C:3]([C:5]1[S:6][C:7]2[CH:8]([NH:25][C:26](=[O:28])[CH3:27])[CH2:9][O:10][C:11]3[CH:18]=[CH:17][C:16]([C:19]#[C:20][C:21]([OH:24])([CH3:23])[CH3:22])=[CH:15][C:12]=3[C:13]=2[N:14]=1)=O.CO.[NH3:31]. The product is [C:26]([NH:25][CH:8]1[C:7]2[S:6][C:5]([C:3]([NH2:31])=[O:2])=[N:14][C:13]=2[C:12]2[CH:15]=[C:16]([C:19]#[C:20][C:21]([OH:24])([CH3:22])[CH3:23])[CH:17]=[CH:18][C:11]=2[O:10][CH2:9]1)(=[O:28])[CH3:27]. (6) The reactants are [Cl:1][C:2]1[CH:7]=[CH:6][C:5]([CH:8]=[CH:9][C:10]#[N:11])=[CH:4][CH:3]=1.[OH:12][NH2:13]. The catalyst is C(O)C. The product is [Cl:1][C:2]1[CH:3]=[CH:4][C:5]([CH:8]=[CH:9][C:10]([NH:13][OH:12])=[NH:11])=[CH:6][CH:7]=1. The yield is 0.510. (7) The reactants are [O:1]1[CH2:6][CH2:5]C(=O)[CH2:3][CH2:2]1.[CH:8]([O:13][CH3:14])([O:11][CH3:12])OC.[I:15]I. No catalyst specified. The product is [I:15][CH:3]1[C:8]([O:11][CH3:12])([O:13][CH3:14])[CH2:5][CH2:6][O:1][CH2:2]1. The yield is 0.810.